From a dataset of Full USPTO retrosynthesis dataset with 1.9M reactions from patents (1976-2016). Predict the reactants needed to synthesize the given product. (1) Given the product [CH3:1][O:2][C:3]1[CH:8]=[CH:7][C:6]([C:9]2[C:10]([C:15]([NH:17][C:18]3[CH:23]=[CH:22][C:21]([NH:24][CH2:32][CH2:33][C:34]4[N:35]=[C:36]([CH3:39])[S:37][CH:38]=4)=[CH:20][CH:19]=3)=[O:16])=[CH:11][CH:12]=[CH:13][CH:14]=2)=[CH:5][CH:4]=1, predict the reactants needed to synthesize it. The reactants are: [CH3:1][O:2][C:3]1[CH:8]=[CH:7][C:6]([C:9]2[CH:14]=[CH:13][CH:12]=[CH:11][C:10]=2[C:15]([NH:17][C:18]2[CH:23]=[CH:22][C:21]([N:24]([CH2:32][CH2:33][C:34]3[N:35]=[C:36]([CH3:39])[S:37][CH:38]=3)C(=O)OC(C)(C)C)=[CH:20][CH:19]=2)=[O:16])=[CH:5][CH:4]=1.FC(F)(F)C(O)=O. (2) Given the product [CH3:32][N:17]([CH3:16])[CH2:18][CH2:19][CH2:20][N:21]([CH2:22][C:23]([CH3:31])=[CH:24][C:25]1[CH:30]=[CH:29][CH:28]=[CH:27][CH:26]=1)[C:6](=[O:8])[C:5]1[CH:9]=[C:10]([O:14][CH3:15])[C:11]([O:12][CH3:13])=[C:3]([O:2][CH3:1])[CH:4]=1, predict the reactants needed to synthesize it. The reactants are: [CH3:1][O:2][C:3]1[CH:4]=[C:5]([CH:9]=[C:10]([O:14][CH3:15])[C:11]=1[O:12][CH3:13])[C:6]([OH:8])=O.[CH3:16][N:17]([CH3:32])[CH2:18][CH2:19][CH2:20][NH:21][CH2:22][C:23]([CH3:31])=[CH:24][C:25]1[CH:30]=[CH:29][CH:28]=[CH:27][CH:26]=1.F[B-](F)(F)F.N1(OC(N(C)C)=[N+](C)C)C2C=CC=CC=2N=N1.Cl. (3) Given the product [CH2:1]([C:3]1[CH:8]=[CH:7][CH:6]=[C:5]([CH2:9][CH3:10])[C:4]=1[NH:11][C:12]([C:14]1[CH:18]=[C:17]([C:19]2[C:24]([CH3:28])=[CH:23][N:22]=[C:21]([NH2:26])[N:20]=2)[N:16]([CH3:27])[CH:15]=1)=[O:13])[CH3:2], predict the reactants needed to synthesize it. The reactants are: [CH2:1]([C:3]1[CH:8]=[CH:7][CH:6]=[C:5]([CH2:9][CH3:10])[C:4]=1[NH:11][C:12]([C:14]1[CH:18]=[C:17]([C:19]2[C:24](Br)=[CH:23][N:22]=[C:21]([NH2:26])[N:20]=2)[N:16]([CH3:27])[CH:15]=1)=[O:13])[CH3:2].[CH3:28][Al](C)C. (4) The reactants are: [C:1]([N:5]([C:23](=[O:32])[C:24]1[CH:29]=[C:28]([CH3:30])[CH:27]=[C:26]([CH3:31])[CH:25]=1)[NH:6][C:7]([C:9]1[CH:10]=[CH:11][C:12]2[O:17][CH2:16][CH:15]([C:18]([OH:20])=[O:19])[O:14][C:13]=2[C:21]=1[CH3:22])=[O:8])([CH3:4])([CH3:3])[CH3:2].[F:33][C:34]1[C:39](O)=[C:38]([F:41])[C:37]([F:42])=[C:36]([F:43])[C:35]=1[F:44].C1CCC(N=C=NC2CCCCC2)CC1. Given the product [F:33][C:34]1[C:39]([O:19][C:18]([CH:15]2[O:14][C:13]3[C:21]([CH3:22])=[C:9]([C:7]([NH:6][N:5]([C:1]([CH3:4])([CH3:3])[CH3:2])[C:23](=[O:32])[C:24]4[CH:25]=[C:26]([CH3:31])[CH:27]=[C:28]([CH3:30])[CH:29]=4)=[O:8])[CH:10]=[CH:11][C:12]=3[O:17][CH2:16]2)=[O:20])=[C:38]([F:41])[C:37]([F:42])=[C:36]([F:43])[C:35]=1[F:44], predict the reactants needed to synthesize it. (5) Given the product [Cl:49][C:46]1[CH:47]=[N:48][C:29]2[NH:28][C:36]3[C:31]([C:30]=2[CH:45]=1)=[CH:32][C:33]([C:37]1[CH:38]=[CH:39][C:40]([O:43][CH3:44])=[CH:41][CH:42]=1)=[CH:34][CH:35]=3, predict the reactants needed to synthesize it. The reactants are: CCCC[N+](CCCC)(CCCC)CCCC.[F-].C1(S([N:28]2[C:36]3[C:31](=[CH:32][C:33]([C:37]4[CH:42]=[CH:41][C:40]([O:43][CH3:44])=[CH:39][CH:38]=4)=[CH:34][CH:35]=3)[C:30]3[CH:45]=[C:46]([Cl:49])[CH:47]=[N:48][C:29]2=3)(=O)=O)C=CC=CC=1.CO. (6) Given the product [CH2:1]([O:3][C:4]([C:6]1[S:7][C:8]([C:14]([O:16][CH2:17][CH3:18])=[O:15])=[CH:9][C:10]=1[NH2:11])=[O:5])[CH3:2], predict the reactants needed to synthesize it. The reactants are: [CH2:1]([O:3][C:4]([C:6]1[S:7][C:8]([C:14]([O:16][CH2:17][CH3:18])=[O:15])=[CH:9][C:10]=1[N+:11]([O-])=O)=[O:5])[CH3:2]. (7) Given the product [CH2:9]([N:8]1[C:4]([F:1])=[C:5]([CH:15]=[O:16])[C:6]([C:11]([F:14])([F:13])[F:12])=[N:7]1)[CH3:10], predict the reactants needed to synthesize it. The reactants are: [F-:1].[K+].Cl[C:4]1[N:8]([CH2:9][CH3:10])[N:7]=[C:6]([C:11]([F:14])([F:13])[F:12])[C:5]=1[CH:15]=[O:16].O.C(OCC)(=O)C. (8) Given the product [Br:1][C:2]1[CH:12]=[CH:11][C:5]([CH2:6][CH2:7][NH2:8])=[C:4]([F:13])[CH:3]=1, predict the reactants needed to synthesize it. The reactants are: [Br:1][C:2]1[CH:12]=[CH:11][C:5]([CH:6]=[CH:7][N+:8]([O-])=O)=[C:4]([F:13])[CH:3]=1.